This data is from Forward reaction prediction with 1.9M reactions from USPTO patents (1976-2016). The task is: Predict the product of the given reaction. (1) Given the reactants C([N:8]1[CH2:12][C@H:11]([CH2:13][CH3:14])[C@H:10]([C:15]([O:17][CH2:18][CH3:19])=[O:16])[CH2:9]1)C1C=CC=CC=1, predict the reaction product. The product is: [CH2:13]([C@H:11]1[CH2:12][NH:8][CH2:9][C@H:10]1[C:15]([O:17][CH2:18][CH3:19])=[O:16])[CH3:14]. (2) Given the reactants Cl[C:2]1[CH:7]=[C:6]([Cl:8])[N:5]=[C:4]([CH3:9])[N:3]=1.[CH3:10][C:11]1[N:12]=[C:13]([NH2:19])[S:14][C:15]=1[C:16]([OH:18])=[O:17].[H-].[Na+].Cl, predict the reaction product. The product is: [CH3:10][C:11]1[N:12]=[C:13]([NH:19][C:2]2[CH:7]=[C:6]([Cl:8])[N:5]=[C:4]([CH3:9])[N:3]=2)[S:14][C:15]=1[C:16]([OH:18])=[O:17]. (3) Given the reactants Br[C:2]1[C:3]2[C:8]([CH:9]=[C:10]3[C:15]=1[CH:14]=[CH:13][CH:12]=[CH:11]3)=[CH:7][CH:6]=[CH:5][CH:4]=2.[C:16]1([C:22]2[N:27]=[C:26]([C:28]3[CH:33]=[CH:32][CH:31]=[CH:30][CH:29]=3)[N:25]=[CH:24][N:23]=2)[CH:21]=[CH:20][CH:19]=[CH:18][CH:17]=1.[OH-].[Na+], predict the reaction product. The product is: [CH:14]1[C:15]2[C:10](=[CH:9][C:8]3[C:3]([C:2]=2[C:18]2[CH:17]=[C:16]([C:22]4[N:23]=[C:24]([C:2]5[CH:3]=[CH:8][CH:9]=[CH:10][CH:15]=5)[N:25]=[C:26]([C:28]5[CH:29]=[CH:30][CH:31]=[CH:32][CH:33]=5)[N:27]=4)[CH:21]=[C:20]([C:2]4[C:15]5[C:10]([CH:9]=[C:8]6[C:3]=4[CH:4]=[CH:5][CH:6]=[CH:7]6)=[CH:11][CH:12]=[CH:13][CH:14]=5)[CH:19]=2)=[CH:4][CH:5]=[CH:6][CH:7]=3)[CH:11]=[CH:12][CH:13]=1. (4) Given the reactants [CH3:1][N:2]1[C:10]2[C:5](=[CH:6][CH:7]=[CH:8][CH:9]=2)[C:4]([C:11](Cl)=[O:12])=[CH:3]1.[Br:14][C:15]1[CH:16]=[C:17]([C:23]2[CH:28]=[CH:27][C:26]([CH2:29][NH:30][CH3:31])=[CH:25][CH:24]=2)[CH:18]=[CH:19][C:20]=1[O:21][CH3:22].C(N(CC)CC)C, predict the reaction product. The product is: [Br:14][C:15]1[CH:16]=[C:17]([C:23]2[CH:28]=[CH:27][C:26]([CH2:29][N:30]([CH3:31])[C:11]([C:4]3[C:5]4[C:10](=[CH:9][CH:8]=[CH:7][CH:6]=4)[N:2]([CH3:1])[CH:3]=3)=[O:12])=[CH:25][CH:24]=2)[CH:18]=[CH:19][C:20]=1[O:21][CH3:22]. (5) Given the reactants [CH:1]1[C:10]2[C:5](=[CH:6][CH:7]=[CH:8][CH:9]=2)[CH:4]=[CH:3][C:2]=1[C:11]1[CH:12]([C:18]2[CH:23]=[CH:22][N:21]=[CH:20][CH:19]=2)[CH2:13][C:14](=[O:17])[NH:15][N:16]=1.BrN1C(=O)CCC1=O.C(=O)(O)[O-].[Na+], predict the reaction product. The product is: [CH:1]1[C:10]2[C:5](=[CH:6][CH:7]=[CH:8][CH:9]=2)[CH:4]=[CH:3][C:2]=1[C:11]1[C:12]([C:18]2[CH:19]=[CH:20][N:21]=[CH:22][CH:23]=2)=[CH:13][C:14](=[O:17])[NH:15][N:16]=1.